Dataset: Catalyst prediction with 721,799 reactions and 888 catalyst types from USPTO. Task: Predict which catalyst facilitates the given reaction. (1) Reactant: [CH3:1][C:2]1[NH:3][C:4]([CH3:31])=[CH:5][C:6]=1[C:7]1[CH:12]=[CH:11][CH:10]=[C:9]([C:13]2[C:22]3[C:17](=[CH:18][CH:19]=[CH:20][CH:21]=3)[C:16]([O:23]CC3C=CC=CC=3)=[CH:15][CH:14]=2)[N:8]=1.C([O-])=O.[NH4+].C([O-])=O. Product: [CH3:1][C:2]1[NH:3][C:4]([CH3:31])=[CH:5][C:6]=1[C:7]1[CH:12]=[CH:11][CH:10]=[C:9]([C:13]2[C:22]3[C:17](=[CH:18][CH:19]=[CH:20][CH:21]=3)[C:16]([OH:23])=[CH:15][CH:14]=2)[N:8]=1. The catalyst class is: 63. (2) Reactant: B(Br)(Br)Br.CO.[CH3:7][O:8][C:9]([C:11]1([C:14]2[O:18][N:17]=[C:16]([C:19]3[CH:24]=[CH:23][C:22]([O:25]C)=[CH:21][CH:20]=3)[C:15]=2[C:27]2[CH:32]=[CH:31][CH:30]=[CH:29][CH:28]=2)[CH2:13][CH2:12]1)=[O:10]. Product: [CH3:7][O:8][C:9]([C:11]1([C:14]2[O:18][N:17]=[C:16]([C:19]3[CH:24]=[CH:23][C:22]([OH:25])=[CH:21][CH:20]=3)[C:15]=2[C:27]2[CH:32]=[CH:31][CH:30]=[CH:29][CH:28]=2)[CH2:12][CH2:13]1)=[O:10]. The catalyst class is: 4. (3) Reactant: Br[C:2]1[CH:30]=[CH:29][C:5]2[N:6]([C:10]([C:23]3[CH:28]=[CH:27][CH:26]=[CH:25][CH:24]=3)([C:17]3[CH:22]=[CH:21][CH:20]=[CH:19][CH:18]=3)[C:11]3[CH:16]=[CH:15][CH:14]=[CH:13][CH:12]=3)[C:7](=[O:9])[O:8][C:4]=2[CH:3]=1.[B:31]1([B:31]2[O:35][C:34]([CH3:37])([CH3:36])[C:33]([CH3:39])([CH3:38])[O:32]2)[O:35][C:34]([CH3:37])([CH3:36])[C:33]([CH3:39])([CH3:38])[O:32]1.C([O-])(=O)C.[K+].C(Cl)Cl. Product: [CH3:38][C:33]1([CH3:39])[C:34]([CH3:37])([CH3:36])[O:35][B:31]([C:2]2[CH:30]=[CH:29][C:5]3[N:6]([C:10]([C:23]4[CH:28]=[CH:27][CH:26]=[CH:25][CH:24]=4)([C:17]4[CH:22]=[CH:21][CH:20]=[CH:19][CH:18]=4)[C:11]4[CH:16]=[CH:15][CH:14]=[CH:13][CH:12]=4)[C:7](=[O:9])[O:8][C:4]=3[CH:3]=2)[O:32]1. The catalyst class is: 140. (4) Reactant: [F:1][C:2]1[CH:34]=[CH:33][C:5]([CH2:6][N:7]2[C:16](=[O:17])[C:15]([C:18]3[NH:23][C:22]4[CH:24]=[CH:25][C:26](I)=[CH:27][C:21]=4[S:20](=[O:30])(=[O:29])[N:19]=3)=[C:14]([OH:31])[C@H:13]3[C@@H:8]2[C@H:9]2[CH2:32][C@@H:12]3[CH2:11][CH2:10]2)=[CH:4][CH:3]=1.[CH:35]1([S:38]([NH2:41])(=[O:40])=[O:39])[CH2:37][CH2:36]1.N(CC(O)=O)C.P([O-])([O-])([O-])=O.[K+].[K+].[K+]. Product: [F:1][C:2]1[CH:34]=[CH:33][C:5]([CH2:6][N:7]2[C:16](=[O:17])[C:15]([C:18]3[NH:23][C:22]4[CH:24]=[CH:25][C:26]([NH:41][S:38]([CH:35]5[CH2:37][CH2:36]5)(=[O:40])=[O:39])=[CH:27][C:21]=4[S:20](=[O:30])(=[O:29])[N:19]=3)=[C:14]([OH:31])[C@H:13]3[C@@H:8]2[C@H:9]2[CH2:32][C@@H:12]3[CH2:11][CH2:10]2)=[CH:4][CH:3]=1. The catalyst class is: 590. (5) Reactant: [Cl:1][C:2]1[CH:20]=[CH:19][C:5]([CH2:6][C:7]2([C:12]([O:14][C:15]([CH3:18])([CH3:17])[CH3:16])=[O:13])[CH2:9][C:8]2([F:11])[F:10])=[CH:4][C:3]=1[N+:21]([O-])=O.[Sn](Cl)Cl.[F-].[K+]. Product: [NH2:21][C:3]1[CH:4]=[C:5]([CH:19]=[CH:20][C:2]=1[Cl:1])[CH2:6][C:7]1([C:12]([O:14][C:15]([CH3:18])([CH3:16])[CH3:17])=[O:13])[CH2:9][C:8]1([F:11])[F:10]. The catalyst class is: 393. (6) Reactant: [CH3:1][O:2][C:3](=[O:20])[C:4]1[CH:9]=[C:8]([NH2:10])[C:7]([NH2:11])=[C:6]([F:12])[C:5]=1[NH:13][C:14]1[CH:19]=[CH:18][CH:17]=[CH:16][CH:15]=1.Cl.[CH3:22][C:23](=O)CC(=O)C.C([O-])(O)=O.[Na+]. Product: [CH3:1][O:2][C:3]([C:4]1[C:5]([NH:13][C:14]2[CH:15]=[CH:16][CH:17]=[CH:18][CH:19]=2)=[C:6]([F:12])[C:7]2[N:11]=[C:22]([CH3:23])[NH:10][C:8]=2[CH:9]=1)=[O:20]. The catalyst class is: 8.